Dataset: Full USPTO retrosynthesis dataset with 1.9M reactions from patents (1976-2016). Task: Predict the reactants needed to synthesize the given product. (1) Given the product [CH3:20][O:21][CH2:22][O:23][C:24]1[CH:32]=[CH:31][C:27]([C:28]([NH:19][CH2:18][C:15]2[CH:16]=[CH:17][C:12]3[N:13]([C:9]([CH2:8][CH2:7][C:1]4[CH:2]=[CH:3][CH:4]=[CH:5][CH:6]=4)=[N:10][CH:11]=3)[CH:14]=2)=[O:29])=[CH:26][CH:25]=1, predict the reactants needed to synthesize it. The reactants are: [C:1]1([CH2:7][CH2:8][C:9]2[N:13]3[CH:14]=[C:15]([CH2:18][NH2:19])[CH:16]=[CH:17][C:12]3=[CH:11][N:10]=2)[CH:6]=[CH:5][CH:4]=[CH:3][CH:2]=1.[CH3:20][O:21][CH2:22][O:23][C:24]1[CH:32]=[CH:31][C:27]([C:28](O)=[O:29])=[CH:26][CH:25]=1.C(N(CC)CC)C.CCN=C=NCCCN(C)C.C1C=CC2N(O)N=NC=2C=1.C([O-])(O)=O.[Na+]. (2) The reactants are: [F:1][C:2]([F:11])([F:10])[C:3]1[CH:4]=[C:5]([OH:9])[CH:6]=[CH:7][CH:8]=1.[N+:12]([O-])([OH:14])=[O:13]. Given the product [N+:12]([C:6]1[CH:7]=[CH:8][C:3]([C:2]([F:10])([F:11])[F:1])=[CH:4][C:5]=1[OH:9])([O-:14])=[O:13], predict the reactants needed to synthesize it. (3) The reactants are: [NH:1]([C:21]([O:23][C:24]([CH3:27])([CH3:26])[CH3:25])=[O:22])[C@H:2]([C:18](O)=[O:19])[CH2:3][C:4]1[CH:9]=[CH:8][C:7]([O:10][CH2:11][C:12]2[CH:17]=[CH:16][CH:15]=[CH:14][CH:13]=2)=[CH:6][CH:5]=1.[NH2:28][C@H:29]([C:34]([O:36][CH3:37])=[O:35])[CH2:30][CH:31]([CH3:33])[CH3:32].Cl.F[P-](F)(F)(F)(F)F.N1(O[P+](N(C)C)(N(C)C)N(C)C)C2C=CC=CC=2N=N1.C(N(C(C)C)CC)(C)C. Given the product [NH:1]([C:21]([O:23][C:24]([CH3:26])([CH3:27])[CH3:25])=[O:22])[C@H:2]([C:18]([NH:28][C@H:29]([C:34]([O:36][CH3:37])=[O:35])[CH2:30][CH:31]([CH3:33])[CH3:32])=[O:19])[CH2:3][C:4]1[CH:5]=[CH:6][C:7]([O:10][CH2:11][C:12]2[CH:17]=[CH:16][CH:15]=[CH:14][CH:13]=2)=[CH:8][CH:9]=1, predict the reactants needed to synthesize it. (4) Given the product [CH3:1][O:2][C:3](=[O:26])[CH2:4][C:5]1[CH:6]=[C:7]([C:13]2[CH:18]=[CH:17][C:16]([C:19]([F:21])([F:20])[F:22])=[CH:15][C:14]=2[CH:23]([NH:29][CH2:27][CH3:28])[CH3:24])[C:8]([O:11][CH3:12])=[CH:9][CH:10]=1, predict the reactants needed to synthesize it. The reactants are: [CH3:1][O:2][C:3](=[O:26])[CH2:4][C:5]1[CH:6]=[C:7]([C:13]2[CH:18]=[CH:17][C:16]([C:19]([F:22])([F:21])[F:20])=[CH:15][C:14]=2[C:23](=O)[CH3:24])[C:8]([O:11][CH3:12])=[CH:9][CH:10]=1.[CH2:27]([NH2:29])[CH3:28].C([BH3-])#N.[Na+].C(O)(=O)C.C([O-])(O)=O.[Na+]. (5) Given the product [Cl:1][C:2]1[CH:3]=[CH:4][C:5]([CH:8]2[CH:12]([C:13]3[CH:14]=[CH:15][C:16]([Cl:19])=[CH:17][CH:18]=3)[N:11]([C:35]([Cl:37])=[O:36])[C:10]([C:20]3[CH:25]=[CH:24][C:23]([C:26]([CH3:31])([CH3:30])[CH2:27][O:28][CH3:29])=[CH:22][C:21]=3[O:32][CH2:33][CH3:34])=[N:9]2)=[CH:6][CH:7]=1, predict the reactants needed to synthesize it. The reactants are: [Cl:1][C:2]1[CH:7]=[CH:6][C:5]([CH:8]2[CH:12]([C:13]3[CH:18]=[CH:17][C:16]([Cl:19])=[CH:15][CH:14]=3)[NH:11][C:10]([C:20]3[CH:25]=[CH:24][C:23]([C:26]([CH3:31])([CH3:30])[CH2:27][O:28][CH3:29])=[CH:22][C:21]=3[O:32][CH2:33][CH3:34])=[N:9]2)=[CH:4][CH:3]=1.[C:35](Cl)([Cl:37])=[O:36].